Dataset: Cav3 T-type calcium channel HTS with 100,875 compounds. Task: Binary Classification. Given a drug SMILES string, predict its activity (active/inactive) in a high-throughput screening assay against a specified biological target. (1) The molecule is S(C1CCOC1=O)c1n(c(=O)c2c(sc(c2)CC)n1)CC=C. The result is 0 (inactive). (2) The molecule is Clc1c(c2noc(c2C(=O)NCCc2ccc(OC)cc2)C)cccc1. The result is 0 (inactive). (3) The result is 0 (inactive). The compound is O=C(Nc1ccc(cc1)C(OC)=O)CCc1c(n2ncnc2nc1C)C. (4) The molecule is O=C(n1c2c(c(Nc3c(cccc3)C(O)=O)c1)cccc2)C. The result is 0 (inactive). (5) The drug is S(CC(=O)N1CCC(CC1)C)c1n(c(nn1)c1ccncc1)C. The result is 0 (inactive). (6) The drug is S(c1c(N2C(N)=C(CC2=O)C#N)cccc1)c1ccccc1. The result is 0 (inactive). (7) The drug is s1c(c(NC(=O)c2cc(OC)cc(OC)c2)cc1)C(OC)=O. The result is 0 (inactive). (8) The result is 0 (inactive). The drug is S1(=O)(=O)N=C(Nc2c1cccc2)CCC(=O)NC1CCCCCCC1. (9) The drug is Clc1ccc(c2nc3n(c2/C=C(\c2cc(OC)ccc2)C#N)cccc3C)cc1. The result is 0 (inactive).